Predict the reactants needed to synthesize the given product. From a dataset of Full USPTO retrosynthesis dataset with 1.9M reactions from patents (1976-2016). The reactants are: [Cl:1][C:2]1[CH:10]=[C:9]2[C:5](/[C:6](=[CH:12]/[C:13]3[CH:14]=N[CH:16]=[C:17]([Cl:19])[CH:18]=3)/[C:7](=[O:11])[NH:8]2)=[CH:4][CH:3]=1.[C:20]([O:24][C:25](O[C:25]([O:24][C:20]([CH3:23])([CH3:22])[CH3:21])=[O:26])=[O:26])([CH3:23])([CH3:22])[CH3:21].Cl[CH2:36]Cl. Given the product [C:20]([O:24][C:25]([N:8]1[C:9]2[C:5](=[CH:4][CH:3]=[C:2]([Cl:1])[CH:10]=2)/[C:6](=[CH:12]/[C:13]2[CH:14]=[CH:36][CH:16]=[C:17]([Cl:19])[CH:18]=2)/[C:7]1=[O:11])=[O:26])([CH3:23])([CH3:22])[CH3:21], predict the reactants needed to synthesize it.